Predict the reaction yield, written as a fraction of the theoretical maximum amount of product (1.0 means a 100% yield; for example, 0.34 means a 34% yield). From a dataset of Reaction yield outcomes from USPTO patents with 853,638 reactions. (1) The reactants are [NH2:1][C:2]1[CH:22]=[CH:21][CH:20]=[C:19](OC)[C:3]=1[CH2:4][NH:5][CH:6]1[CH2:11][CH2:10][N:9]([CH2:12][C:13]2[CH:18]=[CH:17][CH:16]=[CH:15][CH:14]=2)[CH2:8][CH2:7]1.[C:25](C1NC=CN=1)(C1NC=CN=1)=[O:26].[O:37]1CCC[CH2:38]1. No catalyst specified. The product is [CH2:12]([N:9]1[CH2:10][CH2:11][CH:6]([N:5]2[CH2:4][C:3]3[C:2](=[C:22]([O:37][CH3:38])[CH:21]=[CH:20][CH:19]=3)[NH:1][C:25]2=[O:26])[CH2:7][CH2:8]1)[C:13]1[CH:18]=[CH:17][CH:16]=[CH:15][CH:14]=1. The yield is 0.680. (2) The reactants are [CH3:1][C:2]1[NH:10][C:5]2=[N:6][CH:7]=[CH:8][CH:9]=[C:4]2[C:3]=1[C:11]([O:13][C:14]([CH3:17])([CH3:16])[CH3:15])=[O:12].C([O-])([O-])=O.[Cs+].[Cs+].[I-].[K+].Cl[CH:27]([CH3:31])[C:28](=[O:30])[CH3:29]. The catalyst is CC#N. The product is [CH3:1][C:2]1[N:10]([CH:27]([C:28](=[O:30])[CH3:29])[CH3:31])[C:5]2=[N:6][CH:7]=[CH:8][CH:9]=[C:4]2[C:3]=1[C:11]([O:13][C:14]([CH3:17])([CH3:16])[CH3:15])=[O:12]. The yield is 0.500. (3) The reactants are [CH3:1][C:2]1[N:3]=[C:4]([NH:11][C:12](=[S:20])OC2C=CC=CC=2)[C:5]([O:9][CH3:10])=[N:6][C:7]=1[CH3:8].[Br:21][C:22]1[CH:23]=[C:24]([N:28]2[CH2:33][CH2:32][NH:31][CH2:30][CH2:29]2)[CH:25]=[CH:26][CH:27]=1. No catalyst specified. The product is [CH3:1][C:2]1[N:3]=[C:4]([NH:11][C:12]([N:31]2[CH2:30][CH2:29][N:28]([C:24]3[CH:25]=[CH:26][CH:27]=[C:22]([Br:21])[CH:23]=3)[CH2:33][CH2:32]2)=[S:20])[C:5]([O:9][CH3:10])=[N:6][C:7]=1[CH3:8]. The yield is 0.625.